From a dataset of Reaction yield outcomes from USPTO patents with 853,638 reactions. Predict the reaction yield, written as a fraction of the theoretical maximum amount of product (1.0 means a 100% yield; for example, 0.34 means a 34% yield). (1) The catalyst is O1CCCC1.CN(C)C=O. The yield is 0.900. The product is [F:1][C:2]1([F:16])[O:6][C:5]2[CH:7]=[CH:8][C:9]([CH:11]=[CH:12][C:13]([NH2:23])=[O:14])=[CH:10][C:4]=2[O:3]1. The reactants are [F:1][C:2]1([F:16])[O:6][C:5]2[CH:7]=[CH:8][C:9]([CH:11]=[CH:12][C:13](O)=[O:14])=[CH:10][C:4]=2[O:3]1.C(Cl)(=O)C(Cl)=O.[NH3:23]. (2) The reactants are [Cl:1][C:2]1[C:3]([O:21][CH3:22])=[CH:4][CH:5]=[C:6]2[C:11]=1[N:10]=[C:9]([C:12]1[S:13][CH:14]=[C:15]([CH:17]([CH3:19])[CH3:18])[N:16]=1)[CH:8]=[C:7]2O.O=P(Cl)(Cl)[Cl:25]. No catalyst specified. The product is [Cl:25][C:7]1[C:6]2[C:11](=[C:2]([Cl:1])[C:3]([O:21][CH3:22])=[CH:4][CH:5]=2)[N:10]=[C:9]([C:12]2[S:13][CH:14]=[C:15]([CH:17]([CH3:19])[CH3:18])[N:16]=2)[CH:8]=1. The yield is 0.970. (3) The reactants are [CH2:1]([C@@H:8]1[CH2:12][O:11][C:10](=[O:13])[N:9]1[C:14](=[O:19])[CH2:15][CH:16]1[CH2:18][CH2:17]1)[C:2]1[CH:7]=[CH:6][CH:5]=[CH:4][CH:3]=1.CCN(C(C)C)C(C)C.[CH:29]([C@H:31]1[CH2:35][O:34][C:33]([CH3:37])([CH3:36])[N:32]1[C:38]([O:40][C:41]([CH3:44])([CH3:43])[CH3:42])=[O:39])=[O:30]. The catalyst is C(Cl)Cl.[Ti](Cl)(Cl)(Cl)Cl. The product is [CH2:1]([C@@H:8]1[CH2:12][O:11][C:10](=[O:13])[N:9]1[C:14](=[O:19])[C@H:15]([CH:16]1[CH2:17][CH2:18]1)[C@H:29]([C@H:31]1[CH2:35][O:34][C:33]([CH3:37])([CH3:36])[N:32]1[C:38]([O:40][C:41]([CH3:44])([CH3:43])[CH3:42])=[O:39])[OH:30])[C:2]1[CH:3]=[CH:4][CH:5]=[CH:6][CH:7]=1. The yield is 0.500. (4) The reactants are Br[C:2]1[CH:3]=[C:4]2[C:10]([C:11]3[CH:16]=[CH:15][CH:14]=[CH:13][CH:12]=3)=[CH:9][NH:8][C:5]2=[N:6][CH:7]=1.[CH3:17][O:18][C:19]1[CH:20]=[C:21](B(O)O)[CH:22]=[CH:23][C:24]=1[O:25][CH3:26].[C:30](=O)([O-])[O-].[Na+].[Na+].C(=O)(O)[O-].[Na+]. The catalyst is O.Cl[Pd-2](Cl)(P(C1C=CC=CC=1)(C1C=CC=CC=1)C1C=CC=CC=1)P(C1C=CC=CC=1)(C1C=CC=CC=1)C1C=CC=CC=1.ClCCl.C(#N)C. The product is [CH3:17][O:18][C:19]1[CH:20]=[C:21]([C:2]2[CH:3]=[C:4]3[C:10]([CH2:11][C:16]4[CH:15]=[CH:14][CH:13]=[CH:12][CH:30]=4)=[CH:9][NH:8][C:5]3=[N:6][CH:7]=2)[CH:22]=[CH:23][C:24]=1[O:25][CH3:26]. The yield is 0.340. (5) The reactants are [C:1]([N:4]1[C:13]2[C:8](=[CH:9][C:10](B3OC(C)(C)C(C)(C)O3)=[CH:11][CH:12]=2)[C@H:7]([NH:23][C:24]2[CH:31]=[CH:30][C:27]([C:28]#[N:29])=[CH:26][N:25]=2)[CH2:6][C@@H:5]1[CH3:32])(=[O:3])[CH3:2].Br[C:34]1[CH:39]=[CH:38][C:37]([CH2:40][CH2:41][C:42]([OH:44])=[O:43])=[CH:36][CH:35]=1.C(=O)([O-])[O-].[K+].[K+]. The catalyst is C1(C)C=CC=CC=1.C(O)C.C1C=CC([P]([Pd]([P](C2C=CC=CC=2)(C2C=CC=CC=2)C2C=CC=CC=2)([P](C2C=CC=CC=2)(C2C=CC=CC=2)C2C=CC=CC=2)[P](C2C=CC=CC=2)(C2C=CC=CC=2)C2C=CC=CC=2)(C2C=CC=CC=2)C2C=CC=CC=2)=CC=1. The product is [C:1]([N:4]1[C:13]2[C:8](=[CH:9][C:10]([C:34]3[CH:39]=[CH:38][C:37]([CH2:40][CH2:41][C:42]([OH:44])=[O:43])=[CH:36][CH:35]=3)=[CH:11][CH:12]=2)[C@H:7]([NH:23][C:24]2[CH:31]=[CH:30][C:27]([C:28]#[N:29])=[CH:26][N:25]=2)[CH2:6][C@@H:5]1[CH3:32])(=[O:3])[CH3:2]. The yield is 0.520. (6) The yield is 0.830. The reactants are [F:1][C:2]1[CH:27]=[C:26]([S:28]([CH3:31])(=[O:30])=[O:29])[C:25]([F:32])=[CH:24][C:3]=1[O:4][CH:5]1[CH2:9][CH2:8][N:7]([CH:10]2[CH2:15][CH2:14][N:13](C(OC(C)(C)C)=O)[CH2:12][CH2:11]2)[C:6]1=[O:23].FC(F)(F)C(O)=O. The catalyst is ClCCl. The product is [F:1][C:2]1[CH:27]=[C:26]([S:28]([CH3:31])(=[O:30])=[O:29])[C:25]([F:32])=[CH:24][C:3]=1[O:4][CH:5]1[CH2:9][CH2:8][N:7]([CH:10]2[CH2:15][CH2:14][NH:13][CH2:12][CH2:11]2)[C:6]1=[O:23]. (7) The reactants are C(O)=O.C([N:8]1[C:12]([NH:13][C:14](=[O:31])[C:15]2[CH:20]=[CH:19][C:18]([N:21]3[CH2:26][CH2:25][N:24]([S:27]([CH3:30])(=[O:29])=[O:28])[CH2:23][CH2:22]3)=[CH:17][CH:16]=2)=[CH:11][C:10]([CH2:32][CH2:33][C:34]2[CH:39]=[CH:38][CH:37]=[C:36]([O:40][CH3:41])[CH:35]=2)=[N:9]1)(C)(C)C. No catalyst specified. The product is [CH3:41][O:40][C:36]1[CH:35]=[C:34]([CH2:33][CH2:32][C:10]2[NH:9][N:8]=[C:12]([NH:13][C:14](=[O:31])[C:15]3[CH:16]=[CH:17][C:18]([N:21]4[CH2:26][CH2:25][N:24]([S:27]([CH3:30])(=[O:28])=[O:29])[CH2:23][CH2:22]4)=[CH:19][CH:20]=3)[CH:11]=2)[CH:39]=[CH:38][CH:37]=1. The yield is 0.188.